Task: Predict which catalyst facilitates the given reaction.. Dataset: Catalyst prediction with 721,799 reactions and 888 catalyst types from USPTO (1) Reactant: [N:1]1[C:10]2[C:5](=[CH:6][CH:7]=[CH:8][CH:9]=2)[C:4](CO)=[CH:3][N:2]=1.N1C2C(=CC=CC=2)C(CO)C=N1.CN1C2N=C(Cl)N(CC=C(C)C)C=2C(=O)NC1=O.C1(P(C2C=CC=CC=2)C2C=CC=CC=2)C=CC=CC=1.N(C(OCC)=O)=NC(OCC)=O. Product: [NH:1]1[C:10]2[C:5](=[CH:6][CH:7]=[CH:8][CH:9]=2)[CH2:4][CH:3]=[N:2]1. The catalyst class is: 7. (2) Product: [CH:19]([C:8]1[S:7][C:6]([C:2]([CH3:5])([CH3:1])[C:3]#[N:4])=[CH:10][CH:9]=1)=[O:20]. The catalyst class is: 1. Reactant: [CH3:1][C:2]([C:6]1[S:7][CH:8]=[CH:9][CH:10]=1)([CH3:5])[C:3]#[N:4].C([Li])(C)(C)C.CN([CH:19]=[O:20])C. (3) Reactant: C([O-])(=O)C.[NH4+].[CH2:6]([N:13]1[CH2:18][CH2:17][C:16](=O)[C:15]([CH3:21])([CH3:20])[CH2:14]1)[C:7]1[CH:12]=[CH:11][CH:10]=[CH:9][CH:8]=1.C([BH3-])#[N:23].[Na+]. Product: [NH2:23][CH:16]1[CH2:17][CH2:18][N:13]([CH2:6][C:7]2[CH:12]=[CH:11][CH:10]=[CH:9][CH:8]=2)[CH2:14][C:15]1([CH3:21])[CH3:20]. The catalyst class is: 5. (4) Reactant: [NH:1]1[CH:5]=[C:4]([CH:6]=[O:7])[CH:3]=[N:2]1.C(N(CC)CC)C.[CH3:15][N:16]1[CH:20]=[C:19]([S:21](Cl)(=[O:23])=[O:22])[N:18]=[C:17]1[CH3:25]. Product: [CH3:15][N:16]1[CH:20]=[C:19]([S:21]([N:1]2[CH:5]=[C:4]([CH:6]=[O:7])[CH:3]=[N:2]2)(=[O:23])=[O:22])[N:18]=[C:17]1[CH3:25]. The catalyst class is: 2. (5) Reactant: [Br:1][C:2]1[N:3]=[CH:4][C:5]([OH:8])=[N:6][CH:7]=1.[H-].[Na+].Br[CH2:12][CH2:13][O:14][Si:15]([C:18]([CH3:21])([CH3:20])[CH3:19])([CH3:17])[CH3:16]. Product: [Br:1][C:2]1[N:3]=[CH:4][C:5](=[O:8])[N:6]([CH2:12][CH2:13][O:14][Si:15]([C:18]([CH3:21])([CH3:20])[CH3:19])([CH3:17])[CH3:16])[CH:7]=1. The catalyst class is: 3.